Dataset: Full USPTO retrosynthesis dataset with 1.9M reactions from patents (1976-2016). Task: Predict the reactants needed to synthesize the given product. (1) Given the product [CH2:3]([C:2]1[NH:12][C:6]2=[CH:7][N:8]=[C:9]([Cl:11])[CH:10]=[C:5]2[CH:1]=1)[CH3:4], predict the reactants needed to synthesize it. The reactants are: [C:1]([C:5]1[CH:10]=[C:9]([Cl:11])[N:8]=[CH:7][C:6]=1[NH:12]C(=O)OC(C)(C)C)#[C:2][CH2:3][CH3:4].CCCC[N+](CCCC)(CCCC)CCCC.[F-]. (2) Given the product [O:36]1[C:37]2[C:29]([C:19]([CH3:28])([CH3:18])[CH2:20][C:21]([CH2:23][NH:17][C:4]3[N:3]=[C:2]([CH3:1])[N:7]=[C:6]4[N:8]([C:11]5[CH:16]=[CH:15][CH:14]=[CH:13][CH:12]=5)[N:9]=[CH:10][C:5]=34)([OH:22])[C:24]([F:26])([F:27])[F:25])=[CH:30][CH:31]=[CH:32][C:33]=2[CH2:34][CH2:35]1, predict the reactants needed to synthesize it. The reactants are: [CH3:1][C:2]1[N:7]=[C:6]2[N:8]([C:11]3[CH:16]=[CH:15][CH:14]=[CH:13][CH:12]=3)[N:9]=[CH:10][C:5]2=[C:4]([NH2:17])[N:3]=1.[CH3:18][C:19]([C:29]1[C:37]2[O:36][CH2:35][CH2:34][C:33]=2[CH:32]=[CH:31][CH:30]=1)([CH3:28])[CH2:20][C:21]1([C:24]([F:27])([F:26])[F:25])[CH2:23][O:22]1.CC(C)([O-])C.[K+]. (3) Given the product [Cl:51][C:48]1[N:47]=[CH:46][N:45]=[C:44]([C:29]2([CH3:30])[C:28]3[C:23](=[CH:24][C:25]([C:31]4[CH:32]=[N:33][N:34]([CH:36]5[CH2:41][CH2:40][CH2:39][CH2:38][O:37]5)[CH:35]=4)=[CH:26][CH:27]=3)[C:22](=[O:42])[N:21]2[C@@H:19]([C:16]2[CH:15]=[CH:14][C:13]([O:12][CH3:11])=[CH:18][CH:17]=2)[CH3:20])[C:49]=1[F:50], predict the reactants needed to synthesize it. The reactants are: C[Si]([N-][Si](C)(C)C)(C)C.[Na+].[CH3:11][O:12][C:13]1[CH:18]=[CH:17][C:16]([C@H:19]([N:21]2[CH:29]([CH3:30])[C:28]3[C:23](=[CH:24][C:25]([C:31]4[CH:32]=[N:33][N:34]([CH:36]5[CH2:41][CH2:40][CH2:39][CH2:38][O:37]5)[CH:35]=4)=[CH:26][CH:27]=3)[C:22]2=[O:42])[CH3:20])=[CH:15][CH:14]=1.Cl[C:44]1[C:49]([F:50])=[C:48]([Cl:51])[N:47]=[CH:46][N:45]=1. (4) Given the product [Cl:10][C:7]1[CH:8]=[CH:9][C:4]([CH:2]([NH2:13])[CH3:1])=[CH:5][CH:6]=1, predict the reactants needed to synthesize it. The reactants are: [CH3:1][C:2]([C:4]1[CH:9]=[CH:8][C:7]([Cl:10])=[CH:6][CH:5]=1)=O.C([NH2:13])=O.C(O)=O. (5) Given the product [C:19]([O:23][C:24]([N:26]1[C@@H:30]([C@@H:31]([OH:32])[C@@H:43]([N+:44]([O-:46])=[O:45])[CH2:42][C:40]2[CH:41]=[C:36]([F:35])[CH:37]=[C:38]([F:47])[CH:39]=2)[CH2:29][O:28][C:27]1([CH3:34])[CH3:33])=[O:25])([CH3:22])([CH3:21])[CH3:20], predict the reactants needed to synthesize it. The reactants are: [F-].C([N+](CCCC)(CCCC)CCCC)CCC.[C:19]([O:23][C:24]([N:26]1[C@H:30]([CH:31]=[O:32])[CH2:29][O:28][C:27]1([CH3:34])[CH3:33])=[O:25])([CH3:22])([CH3:21])[CH3:20].[F:35][C:36]1[CH:41]=[C:40]([CH2:42][CH2:43][N+:44]([O-:46])=[O:45])[CH:39]=[C:38]([F:47])[CH:37]=1. (6) Given the product [Br:1][C:2]1[CH:3]=[CH:4][C:5]([C:8]([N:11]2[CH2:15][CH:14]([OH:16])[CH2:12]2)([CH3:9])[CH3:10])=[CH:6][CH:7]=1, predict the reactants needed to synthesize it. The reactants are: [Br:1][C:2]1[CH:7]=[CH:6][C:5]([C:8]([NH2:11])([CH3:10])[CH3:9])=[CH:4][CH:3]=1.[CH2:12]([CH:14]1[O:16][CH2:15]1)Cl. (7) Given the product [CH3:1][S:2]([C:3]1[CH:4]=[CH:5][C:6]([N+:9]([O-:11])=[O:10])=[CH:7][CH:8]=1)=[O:13], predict the reactants needed to synthesize it. The reactants are: [CH3:1][S:2][C:3]1[CH:8]=[CH:7][C:6]([N+:9]([O-:11])=[O:10])=[CH:5][CH:4]=1.I(O)(=O)(=O)=[O:13].S([O-])([O-])(=O)=S.[Na+].[Na+].